From a dataset of Full USPTO retrosynthesis dataset with 1.9M reactions from patents (1976-2016). Predict the reactants needed to synthesize the given product. (1) Given the product [CH3:25][O:26][C:27](=[O:39])[C@@H:28]([NH:38][C:16](=[O:17])[C:15]1[CH:19]=[CH:20][C:21]([I:23])=[CH:22][C:14]=1[NH:13][S:10]([C:6]1[C:3]2=[N:4][S:5][N:1]=[C:2]2[CH:9]=[CH:8][CH:7]=1)(=[O:12])=[O:11])[CH2:29][C:30]1[CH:35]=[CH:34][C:33]([Cl:36])=[C:32]([Br:37])[CH:31]=1, predict the reactants needed to synthesize it. The reactants are: [N:1]1[S:5][N:4]=[C:3]2[C:6]([S:10]([NH:13][C:14]3[CH:22]=[C:21]([I:23])[CH:20]=[CH:19][C:15]=3[C:16](O)=[O:17])(=[O:12])=[O:11])=[CH:7][CH:8]=[CH:9][C:2]=12.Cl.[CH3:25][O:26][C:27](=[O:39])[C@@H:28]([NH2:38])[CH2:29][C:30]1[CH:35]=[CH:34][C:33]([Cl:36])=[C:32]([Br:37])[CH:31]=1. (2) Given the product [CH2:22]([N:24]1[CH:28]=[C:27]([C:29]#[C:30][C:5]2[CH:6]=[CH:7][C:2]([F:1])=[C:3]([C@:9]3([CH2:20][F:21])[CH2:14][C@@H:13]([C:15]([F:18])([F:17])[F:16])[O:12][C:11]([NH2:19])=[N:10]3)[CH:4]=2)[CH:26]=[N:25]1)[CH3:23], predict the reactants needed to synthesize it. The reactants are: [F:1][C:2]1[CH:7]=[CH:6][C:5](I)=[CH:4][C:3]=1[C@:9]1([CH2:20][F:21])[CH2:14][C@@H:13]([C:15]([F:18])([F:17])[F:16])[O:12][C:11]([NH2:19])=[N:10]1.[CH2:22]([N:24]1[CH:28]=[C:27]([C:29]#[C:30][Si](C)(C)C)[CH:26]=[N:25]1)[CH3:23]. (3) Given the product [CH3:7][C:8]([CH3:20])([CH3:19])[CH2:9][NH:11][C:12]1[CH:17]=[CH:16][CH:15]=[C:14]([CH3:18])[N:13]=1, predict the reactants needed to synthesize it. The reactants are: [H-].[Al+3].[Li+].[H-].[H-].[H-].[CH3:7][C:8]([CH3:20])([CH3:19])[C:9]([NH:11][C:12]1[CH:17]=[CH:16][CH:15]=[C:14]([CH3:18])[N:13]=1)=O.O.[OH-].[Na+]. (4) Given the product [CH2:11]([N:9]1[CH:10]=[C:6]([C:4]([OH:5])=[O:3])[CH:7]=[N:8]1)[C:12]1[CH:17]=[CH:16][CH:15]=[CH:14][CH:13]=1, predict the reactants needed to synthesize it. The reactants are: C([O:3][C:4]([C:6]1[CH:7]=[N:8][N:9]([CH2:11][C:12]2[CH:17]=[CH:16][CH:15]=[CH:14][CH:13]=2)[CH:10]=1)=[O:5])C.[Li+].[OH-].Cl. (5) The reactants are: [CH3:1][S:2][C:3]1[NH:7][N:6]=[C:5]([CH:8]=[O:9])[CH:4]=1.[C:10](=O)([O-])[O-].[K+].[K+].CN(C=O)C.CI. Given the product [CH3:10][N:7]1[C:3]([S:2][CH3:1])=[CH:4][C:5]([CH:8]=[O:9])=[N:6]1, predict the reactants needed to synthesize it. (6) Given the product [CH3:1][O:29][C:25]12[CH2:26][CH2:27][CH2:28][C:24]1([C:30]([O:32][CH2:33][CH:34]=[CH2:35])=[O:31])[CH2:23][CH2:22][O:21]2, predict the reactants needed to synthesize it. The reactants are: [CH3:1]C1C=CC(S([O-])(=O)=O)=CC=1.C1C=C[NH+]=CC=1.C([O:21][CH2:22][CH2:23][C:24]1([C:30]([O:32][CH2:33][CH:34]=[CH2:35])=[O:31])[CH2:28][CH2:27][CH2:26][C:25]1=[O:29])(=O)C.C(=O)([O-])[O-].[K+].[K+].